From a dataset of Forward reaction prediction with 1.9M reactions from USPTO patents (1976-2016). Predict the product of the given reaction. (1) Given the reactants [C:1]1([CH3:14])[CH:6]=[C:5]([CH3:7])[CH:4]=[C:3]([CH3:8])[C:2]=1[O:9][CH2:10][C:11]([OH:13])=O.C([N:18](C(C)C)CC)(C)C.N[N:25]([CH:33]=[NH:34])[C:26](=[O:32])[O:27][C:28]([CH3:31])([CH3:30])[CH3:29].O.ON1C2C=CC=CC=2N=N1.F[P-](F)(F)(F)(F)F.N1(OC(N(C)C)=[N+](C)C)C2C=CC=CC=2N=N1, predict the reaction product. The product is: [NH:18]=[C:33]([NH:25][C:26](=[O:32])[O:27][C:28]([CH3:31])([CH3:30])[CH3:29])[NH:34][C:11](=[O:13])[CH2:10][O:9][C:2]1[C:1]([CH3:14])=[CH:6][C:5]([CH3:7])=[CH:4][C:3]=1[CH3:8]. (2) Given the reactants [NH2:1][C:2]1[N:10]=[CH:9][CH:8]=[CH:7][C:3]=1[C:4]([OH:6])=O.ON1C2C=CC=CC=2N=N1.CCN=C=NCCCN(C)C.[F:32][C:33]([F:50])([F:49])[C:34]1[CH:35]=[C:36]([CH:46]=[CH:47][CH:48]=1)[O:37][C:38]1[CH:45]=[CH:44][C:41]([CH2:42][NH2:43])=[CH:40][CH:39]=1.C(=O)(O)[O-].[Na+], predict the reaction product. The product is: [F:32][C:33]([F:49])([F:50])[C:34]1[CH:35]=[C:36]([CH:46]=[CH:47][CH:48]=1)[O:37][C:38]1[CH:39]=[CH:40][C:41]([CH2:42][NH:43][C:4](=[O:6])[C:3]2[CH:7]=[CH:8][CH:9]=[N:10][C:2]=2[NH2:1])=[CH:44][CH:45]=1.